This data is from Reaction yield outcomes from USPTO patents with 853,638 reactions. The task is: Predict the reaction yield, written as a fraction of the theoretical maximum amount of product (1.0 means a 100% yield; for example, 0.34 means a 34% yield). (1) The reactants are [Li+].[OH-].[OH:3][C:4]1[CH:13]=[CH:12][C:11]([NH:14][C:15]([O:17][CH2:18][CH2:19][NH:20][C:21](=[O:46])[CH:22]([O:25][CH2:26][CH2:27][CH2:28][CH2:29]/[CH:30]=[CH:31]\[CH2:32]/[CH:33]=[CH:34]\[CH2:35]/[CH:36]=[CH:37]\[CH2:38]/[CH:39]=[CH:40]\[CH2:41]/[CH:42]=[CH:43]\[CH2:44][CH3:45])[CH2:23][CH3:24])=[O:16])=[CH:10][C:5]=1[C:6]([O:8]C)=[O:7].Cl. The catalyst is CO. The product is [OH:3][C:4]1[CH:13]=[CH:12][C:11]([NH:14][C:15]([O:17][CH2:18][CH2:19][NH:20][C:21](=[O:46])[CH:22]([O:25][CH2:26][CH2:27][CH2:28][CH2:29]/[CH:30]=[CH:31]\[CH2:32]/[CH:33]=[CH:34]\[CH2:35]/[CH:36]=[CH:37]\[CH2:38]/[CH:39]=[CH:40]\[CH2:41]/[CH:42]=[CH:43]\[CH2:44][CH3:45])[CH2:23][CH3:24])=[O:16])=[CH:10][C:5]=1[C:6]([OH:8])=[O:7]. The yield is 0.170. (2) The reactants are Cl[C:2]1[N:7]=[C:6]([NH:8][C:9]2[CH:14]=[CH:13][CH:12]=[CH:11][C:10]=2[S:15]([CH:18]([CH3:20])[CH3:19])(=[O:17])=[O:16])[C:5]([Cl:21])=[CH:4][N:3]=1.[CH3:22][P:23]([C:26]1[CH:32]=[CH:31][C:29]([NH2:30])=[C:28]([F:33])[CH:27]=1)([CH3:25])=[O:24].Cl.[OH-].[Na+]. The catalyst is COCCO.C(O)C. The product is [Cl:21][C:5]1[C:6]([NH:8][C:9]2[CH:14]=[CH:13][CH:12]=[CH:11][C:10]=2[S:15]([CH:18]([CH3:20])[CH3:19])(=[O:17])=[O:16])=[N:7][C:2]([NH:30][C:29]2[CH:31]=[CH:32][C:26]([P:23]([CH3:22])([CH3:25])=[O:24])=[CH:27][C:28]=2[F:33])=[N:3][CH:4]=1. The yield is 0.220. (3) The reactants are C(OC(=O)[NH:7][CH2:8][C:9]([CH3:31])([C:11]1[CH:16]=[CH:15][C:14]([CH2:17][C:18](=[O:30])[C:19]2[C:28](=[O:29])[C:27]3[C:22](=[CH:23][CH:24]=[CH:25][CH:26]=3)[NH:21][CH:20]=2)=[CH:13][CH:12]=1)[CH3:10])(C)(C)C.C(O)(C(F)(F)F)=O.[OH-].[Na+]. The catalyst is C(Cl)Cl. The product is [NH2:7][CH2:8][C:9]([C:11]1[CH:16]=[CH:15][C:14]([CH2:17][C:18]([C:19]2[C:28](=[O:29])[C:27]3[C:22](=[CH:23][CH:24]=[CH:25][CH:26]=3)[NH:21][CH:20]=2)=[O:30])=[CH:13][CH:12]=1)([CH3:10])[CH3:31]. The yield is 0.910. (4) The reactants are FC(F)(F)C(O)=O.NC1N(C2C(Cl)=CC(C(F)(F)F)=CC=2Cl)N=C(C#N)C=1SC(F)(F)F.OO.[NH2:35][C:36]1[N:40]([C:41]2[C:46]([Cl:47])=[CH:45][C:44]([C:48]([F:51])([F:50])[F:49])=[CH:43][C:42]=2[Cl:52])[N:39]=[C:38]([C:53]#[N:54])[C:37]=1[S:55]([C:58]([F:61])([F:60])[F:59])(=O)=[O:56].S(=O)=O. The catalyst is B(O)(O)O.ClC1C=CC=CC=1. The product is [NH2:35][C:36]1[N:40]([C:41]2[C:42]([Cl:52])=[CH:43][C:44]([C:48]([F:49])([F:50])[F:51])=[CH:45][C:46]=2[Cl:47])[N:39]=[C:38]([C:53]#[N:54])[C:37]=1[S:55]([C:58]([F:59])([F:61])[F:60])=[O:56]. The yield is 0.890. (5) The reactants are Cl[C:2]1[N:7]=[C:6]([N:8]2[CH2:13][CH2:12][O:11][CH2:10][CH2:9]2)[N:5]=[C:4]([N:14]2[C:18]3[CH:19]=[CH:20][CH:21]=[C:22]([O:23][CH3:24])[C:17]=3[N:16]=[C:15]2[CH:25]([F:27])[F:26])[N:3]=1.[NH2:28][C@@H:29]1[CH2:34][CH2:33][CH2:32][N:31]([C:35]([O:37][C:38]([CH3:41])([CH3:40])[CH3:39])=[O:36])[CH2:30]1. No catalyst specified. The product is [F:26][CH:25]([F:27])[C:15]1[N:14]([C:4]2[N:5]=[C:6]([N:8]3[CH2:13][CH2:12][O:11][CH2:10][CH2:9]3)[N:7]=[C:2]([NH:28][C@@H:29]3[CH2:34][CH2:33][CH2:32][N:31]([C:35]([O:37][C:38]([CH3:41])([CH3:40])[CH3:39])=[O:36])[CH2:30]3)[N:3]=2)[C:18]2[CH:19]=[CH:20][CH:21]=[C:22]([O:23][CH3:24])[C:17]=2[N:16]=1. The yield is 0.880. (6) The reactants are [CH3:1][O:2][C:3]1[CH:4]=[C:5]([C:9]2[C:17]3[O:16][CH:15]([CH2:18][NH:19]C(=O)OCC4C=CC=CC=4)[CH2:14][C:13]=3[CH:12]=[CH:11][CH:10]=2)[CH:6]=[CH:7][CH:8]=1. The catalyst is [Pd]. The product is [CH3:1][O:2][C:3]1[CH:4]=[C:5]([C:9]2[C:17]3[O:16][CH:15]([CH2:18][NH2:19])[CH2:14][C:13]=3[CH:12]=[CH:11][CH:10]=2)[CH:6]=[CH:7][CH:8]=1. The yield is 0.620. (7) The reactants are [CH2:1]1[C:10]2[C:5](=[CH:6][C:7]([N:11]3[CH2:15][C@H:14]([CH2:16][NH:17][C:18](=[O:20])[CH3:19])[O:13][C:12]3=[O:21])=[CH:8][CH:9]=2)[CH2:4][CH2:3][NH:2]1.CCN=C=NCCCN(C)C.Cl.[CH:34](O)=[O:35]. The catalyst is C1COCC1.O. The product is [CH:34]([N:2]1[CH2:3][CH2:4][C:5]2[C:10](=[CH:9][CH:8]=[C:7]([N:11]3[CH2:15][C@H:14]([CH2:16][NH:17][C:18](=[O:20])[CH3:19])[O:13][C:12]3=[O:21])[CH:6]=2)[CH2:1]1)=[O:35]. The yield is 0.740.